Task: Predict the reactants needed to synthesize the given product.. Dataset: Full USPTO retrosynthesis dataset with 1.9M reactions from patents (1976-2016) (1) Given the product [N:1]1[S:5][N:4]=[C:3]2[C:6]([S:10]([NH:13][C:14]3[CH:35]=[C:34]([Cl:36])[CH:33]=[CH:32][C:15]=3[C:16]([NH:18][C@H:19]([C:20](=[O:21])[NH:44][CH2:37][C:38]3[CH:43]=[CH:42][CH:41]=[CH:40][CH:39]=3)[CH2:23][C:24]3[CH:29]=[CH:28][C:27]([Cl:30])=[C:26]([Cl:31])[CH:25]=3)=[O:17])(=[O:12])=[O:11])=[CH:7][CH:8]=[CH:9][C:2]=12, predict the reactants needed to synthesize it. The reactants are: [N:1]1[S:5][N:4]=[C:3]2[C:6]([S:10]([NH:13][C:14]3[CH:35]=[C:34]([Cl:36])[CH:33]=[CH:32][C:15]=3[C:16]([NH:18][C@@H:19]([CH2:23][C:24]3[CH:29]=[CH:28][C:27]([Cl:30])=[C:26]([Cl:31])[CH:25]=3)[C:20](O)=[O:21])=[O:17])(=[O:12])=[O:11])=[CH:7][CH:8]=[CH:9][C:2]=12.[CH2:37]([NH2:44])[C:38]1[CH:43]=[CH:42][CH:41]=[CH:40][CH:39]=1. (2) Given the product [C:23]1([C:30]2[CH:35]=[CH:34][CH:33]=[CH:32][CH:31]=2)[CH:24]=[CH:25][C:26]([O:29][CH:2]2[CH2:6][CH2:5][N:4]([C:7]3[CH:12]=[CH:11][C:10]([O:13][CH2:14][C@H:15]([OH:19])[CH2:16][S:17][CH3:18])=[C:9]([O:20][CH3:21])[CH:8]=3)[C:3]2=[O:22])=[CH:27][CH:28]=1, predict the reactants needed to synthesize it. The reactants are: Br[CH:2]1[CH2:6][CH2:5][N:4]([C:7]2[CH:12]=[CH:11][C:10]([O:13][CH2:14][C@H:15]([OH:19])[CH2:16][S:17][CH3:18])=[C:9]([O:20][CH3:21])[CH:8]=2)[C:3]1=[O:22].[C:23]1([C:30]2[CH:35]=[CH:34][CH:33]=[CH:32][CH:31]=2)[CH:28]=[CH:27][C:26]([OH:29])=[CH:25][CH:24]=1.C([O-])([O-])=O.[K+].[K+]. (3) Given the product [Cl:1][C:2]1[CH:3]=[C:4]2[C:8](=[CH:9][CH:10]=1)[NH:7][C:6]([C:11]([NH:13][CH2:14][C:15]([N:24]([CH2:25][CH2:26][OH:27])[C:18]1[CH:23]=[CH:22][CH:21]=[CH:20][CH:19]=1)=[O:17])=[O:12])=[CH:5]2, predict the reactants needed to synthesize it. The reactants are: [Cl:1][C:2]1[CH:3]=[C:4]2[C:8](=[CH:9][CH:10]=1)[NH:7][C:6]([C:11]([NH:13][CH2:14][C:15]([OH:17])=O)=[O:12])=[CH:5]2.[C:18]1([NH:24][CH2:25][CH2:26][OH:27])[CH:23]=[CH:22][CH:21]=[CH:20][CH:19]=1.[Cl-].COC1N=C(OC)N=C([N+]2(C)CCOCC2)N=1.O. (4) The reactants are: [NH2:1][C:2]1[CH:7]=[CH:6][CH:5]=[CH:4][C:3]=1[C:8](=[O:11])[CH2:9][CH3:10].[C:12]([O:18][CH2:19][C:20]1[CH:25]=[CH:24][CH:23]=[CH:22][CH:21]=1)(=[O:17])[CH2:13][C:14]([O-])=[O:15].CCN=C=NCCCN(C)C.Cl.C1C=CC2N(O)N=NC=2C=1. Given the product [C:8]([C:3]1[CH:4]=[CH:5][CH:6]=[CH:7][C:2]=1[NH:1][C:14](=[O:15])[CH2:13][C:12]([O:18][CH2:19][C:20]1[CH:21]=[CH:22][CH:23]=[CH:24][CH:25]=1)=[O:17])(=[O:11])[CH2:9][CH3:10], predict the reactants needed to synthesize it. (5) Given the product [Cl:29][C:30]1[N:39]=[C:38]([Cl:40])[C:37]2[C:32](=[CH:33][C:34]([O:2][CH3:1])=[CH:35][CH:36]=2)[N:31]=1, predict the reactants needed to synthesize it. The reactants are: [CH3:1][O:2]C1C=C2C(C(O)=NC(O)=N2)=CC=1.CN(C)C1C=CC=CC=1.O=P(Cl)(Cl)Cl.[Cl:29][C:30]1[N:39]=[C:38]([Cl:40])[C:37]2[C:32](=[CH:33][CH:34]=[C:35](OC)[CH:36]=2)[N:31]=1. (6) Given the product [CH3:17][C:18]1([CH3:24])[N:22]([CH2:15][C:12]2[CH:11]=[CH:10][C:9]([C:8]#[C:7][C:1]3[CH:2]=[CH:3][CH:4]=[CH:5][CH:6]=3)=[CH:14][N:13]=2)[C:21](=[O:23])[CH2:20][CH2:19]1, predict the reactants needed to synthesize it. The reactants are: [C:1]1([C:7]#[C:8][C:9]2[CH:10]=[CH:11][C:12]([CH2:15]O)=[N:13][CH:14]=2)[CH:6]=[CH:5][CH:4]=[CH:3][CH:2]=1.[CH3:17][C:18]1([CH3:24])[NH:22][C:21](=[O:23])[CH2:20][CH2:19]1. (7) Given the product [Cl:19][C:20]1[CH:21]=[C:22]([C:23]([C:25]2[CH:30]=[CH:29][CH:28]=[C:27]([Cl:31])[CH:26]=2)([OH:24])[C:5]2[S:1][C:2]([C:6]([O:8][CH2:9][CH3:10])=[O:7])=[CH:3][CH:4]=2)[CH:32]=[CH:33][CH:34]=1, predict the reactants needed to synthesize it. The reactants are: [S:1]1[CH:5]=[CH:4][CH:3]=[C:2]1[C:6]([O:8][CH2:9][CH3:10])=[O:7].[Li+].CC([N-]C(C)C)C.[Cl:19][C:20]1[CH:21]=[C:22]([CH:32]=[CH:33][CH:34]=1)[C:23]([C:25]1[CH:30]=[CH:29][CH:28]=[C:27]([Cl:31])[CH:26]=1)=[O:24]. (8) Given the product [ClH:1].[CH3:16][N:17]1[C:22]([CH3:23])=[CH:21][C:20](=[O:24])[C:19]([OH:25])=[C:18]1[CH:33]([O:35][CH3:36])[CH3:34], predict the reactants needed to synthesize it. The reactants are: [ClH:1].CN1C(C)=CC(=O)C(O)=C1COC.Cl.[CH3:16][N:17]1[C:22]([CH3:23])=[CH:21][C:20](=[O:24])[C:19]([O:25]CC2C=CC=CC=2)=[C:18]1[CH:33]([O:35][CH3:36])[CH3:34]. (9) Given the product [Cl:1][C:2]1[CH:10]=[C:9]([C:37]#[C:36][CH2:35][O:38][CH2:39][CH:40]2[CH2:44][CH2:43][CH2:42][CH2:41]2)[C:5]2[O:6][CH2:7][O:8][C:4]=2[C:3]=1[NH:12][C:13]1[C:22]2[C:17](=[CH:18][C:19]([O:25][CH2:26][CH2:27][CH2:28][N:29]3[CH2:34][CH2:33][O:32][CH2:31][CH2:30]3)=[C:20]([O:23][CH3:24])[CH:21]=2)[N:16]=[CH:15][N:14]=1, predict the reactants needed to synthesize it. The reactants are: [Cl:1][C:2]1[CH:10]=[C:9](I)[C:5]2[O:6][CH2:7][O:8][C:4]=2[C:3]=1[NH:12][C:13]1[C:22]2[C:17](=[CH:18][C:19]([O:25][CH2:26][CH2:27][CH2:28][N:29]3[CH2:34][CH2:33][O:32][CH2:31][CH2:30]3)=[C:20]([O:23][CH3:24])[CH:21]=2)[N:16]=[CH:15][N:14]=1.[CH2:35]([O:38][CH2:39][CH:40]1[CH2:44][CH2:43][CH2:42][CH2:41]1)[C:36]#[CH:37].C(NC(C)C)(C)C.